Dataset: Catalyst prediction with 721,799 reactions and 888 catalyst types from USPTO. Task: Predict which catalyst facilitates the given reaction. (1) Reactant: [CH3:1][N:2]1[C:6]([NH:7][C:8]2[NH:9][C:10](=O)[CH:11]=[CH:12][N:13]=2)=[CH:5][CH:4]=[N:3]1.O=P(Cl)(Cl)[Cl:17]. The catalyst class is: 23. Product: [Cl:17][C:10]1[CH:11]=[CH:12][N:13]=[C:8]([NH:7][C:6]2[N:2]([CH3:1])[N:3]=[CH:4][CH:5]=2)[N:9]=1. (2) Reactant: [C:1]1([CH3:14])[CH:6]=[C:5]([CH3:7])[CH:4]=[C:3]([CH3:8])[C:2]=1[O:9][CH2:10][C:11]([OH:13])=O.C(N(C(C)C)CC)(C)C.[NH:24]=[C:25]([NH:28][C:29](=[O:35])[O:30][C:31]([CH3:34])([CH3:33])[CH3:32])[NH:26][CH3:27].O.ON1C2C=CC=CC=2N=N1.F[P-](F)(F)(F)(F)F.N1(OC(N(C)C)=[N+](C)C)C2C=CC=CC=2N=N1. Product: [C:31]([O:30][C:29](=[O:35])[NH:28][C:25](=[N:24][C:11](=[O:13])[CH2:10][O:9][C:2]1[C:1]([CH3:14])=[CH:6][C:5]([CH3:7])=[CH:4][C:3]=1[CH3:8])[NH:26][CH3:27])([CH3:34])([CH3:32])[CH3:33]. The catalyst class is: 42. (3) Reactant: [CH3:1][O:2][C:3](=[O:12])[C:4]1[CH:9]=[CH:8][C:7]([Cl:10])=[C:6]([OH:11])[CH:5]=1.[CH3:13][O:14][C:15]1[CH:20]=[CH:19][C:18]([CH2:21][CH2:22]O)=[CH:17][CH:16]=1.C1(P(C2C=CC=CC=2)C2C=CC=CC=2)C=CC=CC=1.CCOC(/N=N/C(OCC)=O)=O. Product: [CH3:1][O:2][C:3](=[O:12])[C:4]1[CH:9]=[CH:8][C:7]([Cl:10])=[C:6]([O:11][CH2:22][CH2:21][C:18]2[CH:19]=[CH:20][C:15]([O:14][CH3:13])=[CH:16][CH:17]=2)[CH:5]=1. The catalyst class is: 7. (4) Reactant: [CH2:1]([O:3][C:4]1[CH:17]=[CH:16][C:7]2[N:8]=[C:9]([S:11][CH2:12][C:13]([OH:15])=O)[S:10][C:6]=2[CH:5]=1)[CH3:2].C(N(CC)CC)C.N1(OC(=[N+](C)C)N(C)C)C2C=CC=CC=2N=N1.[B-](F)(F)(F)F.CCCC[P+](C1SC(C(OC)=O)=C(C(OC)=O)S1)(CCCC)CCCC.[Cl:73][C:74]1[CH:75]=[C:76]([CH:84]=[CH:85][C:86]=1[Cl:87])[CH2:77][N:78]1[CH2:81][CH:80]([CH2:82][NH2:83])[CH2:79]1. Product: [Cl:73][C:74]1[CH:75]=[C:76]([CH:84]=[CH:85][C:86]=1[Cl:87])[CH2:77][N:78]1[CH2:81][CH:80]([CH2:82][NH:83][C:13](=[O:15])[CH2:12][S:11][C:9]2[S:10][C:6]3[CH:5]=[C:4]([O:3][CH2:1][CH3:2])[CH:17]=[CH:16][C:7]=3[N:8]=2)[CH2:79]1. The catalyst class is: 4. (5) Reactant: [CH2:1]([O:8][C:9]1[CH:10]=[C:11]([C:15]2[NH:16][C:17]3[C:22]([CH:23]=2)=[CH:21][CH:20]=[C:19]([Cl:24])[CH:18]=3)[CH:12]=[N:13][CH:14]=1)[C:2]1[CH:7]=[CH:6][CH:5]=[CH:4][CH:3]=1.[C:25](=O)(OC)OC.C(=O)([O-])[O-].[K+].[K+].CN(C=O)C. Product: [CH2:1]([O:8][C:9]1[CH:10]=[C:11]([C:15]2[N:16]([CH3:25])[C:17]3[C:22]([CH:23]=2)=[CH:21][CH:20]=[C:19]([Cl:24])[CH:18]=3)[CH:12]=[N:13][CH:14]=1)[C:2]1[CH:3]=[CH:4][CH:5]=[CH:6][CH:7]=1. The catalyst class is: 13. (6) Reactant: [CH2:1]([O:8][C@H:9]1[C@H:14]([O:15][CH2:16][C:17]2[CH:22]=[CH:21][CH:20]=[CH:19][CH:18]=2)[C@@H:13]([O:23][CH2:24][C:25]2[CH:30]=[CH:29][CH:28]=[CH:27][CH:26]=2)[C@@:12]([C:33]2[CH:38]=[CH:37][C:36]([Cl:39])=[C:35]([CH2:40][C:41]3[CH:46]=[CH:45][C:44]([O:47][CH2:48][CH2:49][O:50][CH:51]4[CH2:53][CH2:52]4)=[CH:43][CH:42]=3)[CH:34]=2)([O:31][CH3:32])[O:11][C@@H:10]1[CH:54]=[O:55])[C:2]1[CH:7]=[CH:6][CH:5]=[CH:4][CH:3]=1.[CH2:56]=[O:57].[OH-].[Na+].[BH4-].[Na+]. Product: [CH2:1]([O:8][C@H:9]1[C@H:14]([O:15][CH2:16][C:17]2[CH:18]=[CH:19][CH:20]=[CH:21][CH:22]=2)[C@@H:13]([O:23][CH2:24][C:25]2[CH:30]=[CH:29][CH:28]=[CH:27][CH:26]=2)[C@@:12]([C:33]2[CH:38]=[CH:37][C:36]([Cl:39])=[C:35]([CH2:40][C:41]3[CH:46]=[CH:45][C:44]([O:47][CH2:48][CH2:49][O:50][CH:51]4[CH2:52][CH2:53]4)=[CH:43][CH:42]=3)[CH:34]=2)([O:31][CH3:32])[O:11][C:10]1([CH2:56][OH:57])[CH2:54][OH:55])[C:2]1[CH:7]=[CH:6][CH:5]=[CH:4][CH:3]=1. The catalyst class is: 38. (7) Reactant: [CH3:1][NH:2][C:3]1[CH:13]=[CH:12][C:6]([C:7]([O:9][CH2:10][CH3:11])=[O:8])=[CH:5][CH:4]=1.C1C=CC(P(C2C(C3C(P(C4C=CC=CC=4)C4C=CC=CC=4)=CC=C4C=3C=CC=C4)=C3C(C=CC=C3)=CC=2)C2C=CC=CC=2)=CC=1.Br[C:61]1[CH:66]=[CH:65][CH:64]=[CH:63][N:62]=1.CC([O-])(C)C.[K+]. Product: [CH3:1][N:2]([C:61]1[CH:66]=[CH:65][CH:64]=[CH:63][N:62]=1)[C:3]1[CH:13]=[CH:12][C:6]([C:7]([O:9][CH2:10][CH3:11])=[O:8])=[CH:5][CH:4]=1. The catalyst class is: 718.